From a dataset of Forward reaction prediction with 1.9M reactions from USPTO patents (1976-2016). Predict the product of the given reaction. (1) Given the reactants C[C:2]1(C)[CH2:8][N:7]2[C:9]3[N:15]=[C:14]([C:16]([OH:18])=O)[CH:13]=[CH:12][C:10]=3[CH:11]=[C:6]2[C:5](=[O:19])[NH:4][CH2:3]1.S(Cl)(Cl)=O.[C:25]([C:29]1ON=[C:31]([NH2:34])[CH:30]=1)([CH3:28])([CH3:27])C.C([N:38](CC)C(C)C)(C)C.[C:44]1([CH3:50])C=CC=C[CH:45]=1, predict the reaction product. The product is: [O:19]=[C:5]1[NH:4][CH2:3][CH2:2][CH2:8][N:7]2[C:9]3[N:15]=[C:14]([C:16]([NH:38][C:30]4[CH:31]=[N:34][C:27]5[C:25]([CH:29]=4)=[CH:28][CH:50]=[CH:44][CH:45]=5)=[O:18])[CH:13]=[CH:12][C:10]=3[CH:11]=[C:6]12. (2) Given the reactants [NH2:1][C:2]([NH2:4])=[S:3].[C:5]([O-])(=O)[CH3:6].[Na+].BrCC(O)=O.[N+:15]([C:18]1[CH:23]=[CH:22][CH:21]=[CH:20][CH:19]=1)([O-:17])=[O:16], predict the reaction product. The product is: [N+:15]([C:18]1[CH:23]=[CH:22][C:21]([C:5]2[N:1]=[C:2]([NH2:4])[S:3][CH:6]=2)=[CH:20][CH:19]=1)([O-:17])=[O:16]. (3) The product is: [Cl:1][C:2]1[CH:20]=[CH:19][C:5]2[N:6]([C:10]3[CH:15]=[C:14]([Cl:16])[CH:13]=[CH:12][C:11]=3[OH:17])[C:7](=[O:9])[NH:8][C:4]=2[CH:3]=1. Given the reactants [Cl:1][C:2]1[CH:20]=[CH:19][C:5]2[N:6]([C:10]3[CH:15]=[C:14]([Cl:16])[CH:13]=[CH:12][C:11]=3[O:17]C)[C:7](=[O:9])[NH:8][C:4]=2[CH:3]=1.B(Br)(Br)Br.O, predict the reaction product.